This data is from Peptide-MHC class II binding affinity with 134,281 pairs from IEDB. The task is: Regression. Given a peptide amino acid sequence and an MHC pseudo amino acid sequence, predict their binding affinity value. This is MHC class II binding data. (1) The peptide sequence is LLVKYAAGDGNIVAV. The MHC is HLA-DQA10501-DQB10301 with pseudo-sequence HLA-DQA10501-DQB10301. The binding affinity (normalized) is 0.735. (2) The peptide sequence is AEEVEKIEKTEEPAP. The MHC is HLA-DPA10201-DPB10101 with pseudo-sequence HLA-DPA10201-DPB10101. The binding affinity (normalized) is 0.136. (3) The MHC is DRB1_1302 with pseudo-sequence DRB1_1302. The binding affinity (normalized) is 0.137. The peptide sequence is KAYQQGVTVDSI. (4) The peptide sequence is YDKFLANVSTYLTGK. The MHC is DRB1_0701 with pseudo-sequence DRB1_0701. The binding affinity (normalized) is 0.794.